This data is from Forward reaction prediction with 1.9M reactions from USPTO patents (1976-2016). The task is: Predict the product of the given reaction. Given the reactants [Cl:1][C:2]1[CH:7]=[CH:6][N:5]=[C:4]2[NH:8][CH:9]=[CH:10][C:3]=12.[F:11][C:12]1[CH:19]=[CH:18][C:15]([CH2:16]Br)=[CH:14][CH:13]=1.[H-].[Na+].O, predict the reaction product. The product is: [Cl:1][C:2]1[CH:7]=[CH:6][N:5]=[C:4]2[N:8]([CH2:16][C:15]3[CH:18]=[CH:19][C:12]([F:11])=[CH:13][CH:14]=3)[CH:9]=[CH:10][C:3]=12.